This data is from Forward reaction prediction with 1.9M reactions from USPTO patents (1976-2016). The task is: Predict the product of the given reaction. Given the reactants Cl[CH2:2][C:3]([NH:5][C:6]1[CH:26]=[CH:25][C:9]2[N:10]=[C:11]([NH:14][CH:15]3[C:24]4[C:19](=[CH:20][CH:21]=[CH:22][CH:23]=4)[O:18][CH2:17][CH2:16]3)[O:12][CH2:13][C:8]=2[CH:7]=1)=[O:4].[CH3:27][N:28]1[CH2:33][CH2:32][NH:31][CH2:30][CH2:29]1, predict the reaction product. The product is: [O:18]1[C:19]2[C:24](=[CH:23][CH:22]=[CH:21][CH:20]=2)[CH:15]([NH:14][C:11]2[O:12][CH2:13][C:8]3[CH:7]=[C:6]([NH:5][C:3](=[O:4])[CH2:2][N:31]4[CH2:32][CH2:33][N:28]([CH3:27])[CH2:29][CH2:30]4)[CH:26]=[CH:25][C:9]=3[N:10]=2)[CH2:16][CH2:17]1.